Dataset: Forward reaction prediction with 1.9M reactions from USPTO patents (1976-2016). Task: Predict the product of the given reaction. (1) Given the reactants [N:1]1([CH2:6][CH2:7][CH2:8][O:9][C:10]2[CH:19]=[CH:18][C:17]3[CH2:16][N:15]([C:20]4[CH:21]=[CH:22][C:23]([C:26](O)=[O:27])=[N:24][CH:25]=4)[CH2:14][CH2:13][C:12]=3[N:11]=2)[CH2:5][CH2:4][CH2:3][CH2:2]1.Cl.[CH3:30][NH2:31], predict the reaction product. The product is: [CH3:30][NH:31][C:26]([C:23]1[CH:22]=[CH:21][C:20]([N:15]2[CH2:14][CH2:13][C:12]3[N:11]=[C:10]([O:9][CH2:8][CH2:7][CH2:6][N:1]4[CH2:2][CH2:3][CH2:4][CH2:5]4)[CH:19]=[CH:18][C:17]=3[CH2:16]2)=[CH:25][N:24]=1)=[O:27]. (2) Given the reactants [CH3:1][CH:2]([C:5]#[CH:6])[CH2:3][OH:4].Cl.NO.Br[C:11]#[C:12][C:13]1[CH:21]=[CH:20][C:16]([C:17]([OH:19])=[O:18])=[CH:15][CH:14]=1.Cl, predict the reaction product. The product is: [OH:4][CH2:3][CH:2]([CH3:1])[C:5]#[C:6][C:11]#[C:12][C:13]1[CH:21]=[CH:20][C:16]([C:17]([OH:19])=[O:18])=[CH:15][CH:14]=1. (3) The product is: [F:21][C:18]1[CH:19]=[CH:20][C:15]([CH2:14][N:35]2[CH2:36][CH2:37][N:33]([C:25]3[S:26][C:27]([C:28]([O:30][CH2:31][CH3:32])=[O:29])=[C:23]([CH3:22])[N:24]=3)[C:34]2=[O:38])=[CH:16][CH:17]=1. Given the reactants FC(F)(F)C1C=CC(CBr)=CC=1.Br[CH2:14][C:15]1[CH:20]=[CH:19][C:18]([F:21])=[CH:17][CH:16]=1.[CH3:22][C:23]1[N:24]=[C:25]([N:33]2[CH2:37][CH2:36][NH:35][C:34]2=[O:38])[S:26][C:27]=1[C:28]([O:30][CH2:31][CH3:32])=[O:29], predict the reaction product. (4) Given the reactants Br[C:2]1(Br)[C@H:12]2[C@@H:3]1[CH2:4][O:5][C:6]1[C:11]2=[CH:10][CH:9]=[C:8]([CH2:13][O:14][CH3:15])[C:7]=1[C:16]([O:18][CH3:19])=[O:17].[Cl-].[NH4+], predict the reaction product. The product is: [CH3:15][O:14][CH2:13][C:8]1[C:7]([C:16]([O:18][CH3:19])=[O:17])=[C:6]2[C:11]([C@H:12]3[CH2:2][C@H:3]3[CH2:4][O:5]2)=[CH:10][CH:9]=1. (5) Given the reactants Cl[Sn]Cl.[Cl:4][C:5]1[C:15]2[CH2:14][O:13][C:12]3[CH:16]=[CH:17][CH:18]=[CH:19][C:11]=3[C:10](=[CH:20][C:21]3[CH:26]=[CH:25][CH:24]=[C:23]([N+:27]([O-])=O)[CH:22]=3)[C:9]=2[CH:8]=[CH:7][CH:6]=1, predict the reaction product. The product is: [Cl:4][C:5]1[C:15]2[CH2:14][O:13][C:12]3[CH:16]=[CH:17][CH:18]=[CH:19][C:11]=3[C:10](=[CH:20][C:21]3[CH:22]=[C:23]([NH2:27])[CH:24]=[CH:25][CH:26]=3)[C:9]=2[CH:8]=[CH:7][CH:6]=1.